From a dataset of Forward reaction prediction with 1.9M reactions from USPTO patents (1976-2016). Predict the product of the given reaction. (1) Given the reactants C(N(CC)CC)C.[F:8][C:9]1[CH:14]=[CH:13][CH:12]=[CH:11][C:10]=1[C:15]1[N:16]=[N:17][N:18]2[C:27]3[C:22](=[CH:23][CH:24]=[CH:25][CH:26]=3)[C:21](=[O:28])[NH:20][C:19]=12.[C:29]1([CH3:39])[CH:34]=[CH:33][C:32]([S:35](Cl)(=[O:37])=[O:36])=[CH:31][CH:30]=1, predict the reaction product. The product is: [F:8][C:9]1[CH:14]=[CH:13][CH:12]=[CH:11][C:10]=1[C:15]1[N:16]=[N:17][N:18]2[C:27]3[C:22](=[CH:23][CH:24]=[CH:25][CH:26]=3)[C:21]([O:28][S:35]([C:32]3[CH:33]=[CH:34][C:29]([CH3:39])=[CH:30][CH:31]=3)(=[O:37])=[O:36])=[N:20][C:19]=12. (2) Given the reactants [Br:1][C:2]1[C:3]([C@H:10]([NH:20][C:21](=[O:36])[CH2:22][N:23]2[C:31]3[CH2:30][CH2:29][CH2:28][CH2:27][C:26]=3[C:25]([C:32]([F:35])([F:34])[F:33])=[N:24]2)[CH2:11][C:12]2[CH:17]=[C:16]([F:18])[CH:15]=[C:14]([F:19])[CH:13]=2)=[N:4][C:5]([S:8][CH3:9])=[N:6][CH:7]=1.ClC1C=C(C=CC=1)C(OO)=[O:42].[OH2:48], predict the reaction product. The product is: [Br:1][C:2]1[C:3]([C@H:10]([NH:20][C:21](=[O:36])[CH2:22][N:23]2[C:31]3[CH2:30][CH2:29][CH2:28][CH2:27][C:26]=3[C:25]([C:32]([F:35])([F:34])[F:33])=[N:24]2)[CH2:11][C:12]2[CH:17]=[C:16]([F:18])[CH:15]=[C:14]([F:19])[CH:13]=2)=[N:4][C:5]([S:8]([CH3:9])(=[O:42])=[O:48])=[N:6][CH:7]=1. (3) Given the reactants [CH:1]1([C:6](=[CH2:9])C=O)[CH2:5][CH2:4][CH2:3][CH2:2]1.[N+](C1C=CC([C:17](O)=[O:18])=CC=1)([O-])=O.C(Cl)(Cl)Cl.[C:26]([O:32][CH2:33][N:34]1[C:38]2[N:39]=[N:40][CH:41]=[C:42]([C:43]3[CH:44]=[N:45][NH:46][CH:47]=3)[C:37]=2[CH:36]=[CH:35]1)(=[O:31])[C:27]([CH3:30])([CH3:29])[CH3:28], predict the reaction product. The product is: [C:26]([O:32][CH2:33][N:34]1[C:38]2[N:39]=[N:40][CH:41]=[C:42]([C:43]3[CH:44]=[N:45][N:46]([C@H:6]([CH:1]4[CH2:2][CH2:3][CH2:4][CH2:5]4)[CH2:9][CH:17]=[O:18])[CH:47]=3)[C:37]=2[CH:36]=[CH:35]1)(=[O:31])[C:27]([CH3:30])([CH3:29])[CH3:28]. (4) Given the reactants [F:1][C:2]([F:26])([F:25])[C:3]([N:5]([CH2:15][C:16]1([CH2:22][O:23][CH3:24])[CH2:21][CH2:20][NH:19][CH2:18][CH2:17]1)[C@@H:6]1[CH2:8][C@H:7]1[C:9]1[CH:14]=[CH:13][CH:12]=[CH:11][CH:10]=1)=[O:4].C(N(CC)C(C)C)(C)C.[CH:36]([C:38]1([C:43]([O:45][C:46]([CH3:49])([CH3:48])[CH3:47])=[O:44])[CH2:42][CH2:41][CH2:40][CH2:39]1)=O.C(O[BH-](OC(=O)C)OC(=O)C)(=O)C.[Na+], predict the reaction product. The product is: [CH3:24][O:23][CH2:22][C:16]1([CH2:15][N:5]([C@@H:6]2[CH2:8][C@H:7]2[C:9]2[CH:14]=[CH:13][CH:12]=[CH:11][CH:10]=2)[C:3](=[O:4])[C:2]([F:1])([F:25])[F:26])[CH2:21][CH2:20][N:19]([CH2:36][C:38]2([C:43]([O:45][C:46]([CH3:49])([CH3:48])[CH3:47])=[O:44])[CH2:42][CH2:41][CH2:40][CH2:39]2)[CH2:18][CH2:17]1. (5) Given the reactants Br[C:2]1[CH:7]=[CH:6][CH:5]=[CH:4][C:3]=1[CH:8]([C:10]1[CH:15]=[CH:14][CH:13]=[CH:12][CH:11]=1)[OH:9].[Li]CCCC.[SiH:21](Cl)([CH2:24][CH3:25])[CH2:22][CH3:23], predict the reaction product. The product is: [CH2:22]([Si:21]1([CH2:24][CH3:25])[C:2]2[CH:7]=[CH:6][CH:5]=[CH:4][C:3]=2[CH:8]([C:10]2[CH:15]=[CH:14][CH:13]=[CH:12][CH:11]=2)[O:9]1)[CH3:23]. (6) Given the reactants [C:1]([C:3]1[CH:11]=[CH:10][C:6]([C:7]([OH:9])=[O:8])=[CH:5][C:4]=1[C:12]([OH:14])=[O:13])#[N:2].Cl, predict the reaction product. The product is: [NH2:2][CH2:1][C:3]1[CH:11]=[CH:10][C:6]([C:7]([OH:9])=[O:8])=[CH:5][C:4]=1[C:12]([OH:14])=[O:13]. (7) Given the reactants [CH3:1][C:2]([O:5][C:6]([NH:8][CH:9]1[CH2:14][CH2:13][NH:12][CH2:11][CH2:10]1)=[O:7])([CH3:4])[CH3:3].C(N(CC)CC)C.[F:22][C:23]([F:29])([F:28])[S:24](Cl)(=[O:26])=[O:25].C(=O)(O)[O-].[Na+], predict the reaction product. The product is: [F:22][C:23]([F:29])([F:28])[S:24]([N:12]1[CH2:11][CH2:10][CH:9]([NH:8][C:6](=[O:7])[O:5][C:2]([CH3:1])([CH3:3])[CH3:4])[CH2:14][CH2:13]1)(=[O:26])=[O:25]. (8) Given the reactants [CH3:1][C:2]1([C@H:5]([NH:7][C:8]2[C:9]3[N:10]([CH:17]=[C:18]([C:20]4[O:21][C:22](S(C)=O)=[N:23][N:24]=4)[CH:19]=3)[N:11]=[CH:12][C:13]=2[C:14]([NH2:16])=[O:15])[CH3:6])[CH2:4][CH2:3]1.[NH2:28][CH2:29][CH2:30][N:31]1[CH2:36][CH2:35][O:34][CH2:33][CH2:32]1.CCN(C(C)C)C(C)C, predict the reaction product. The product is: [CH3:1][C:2]1([C@H:5]([NH:7][C:8]2[C:9]3[N:10]([CH:17]=[C:18]([C:20]4[O:21][C:22]([NH:28][CH2:29][CH2:30][N:31]5[CH2:36][CH2:35][O:34][CH2:33][CH2:32]5)=[N:23][N:24]=4)[CH:19]=3)[N:11]=[CH:12][C:13]=2[C:14]([NH2:16])=[O:15])[CH3:6])[CH2:4][CH2:3]1. (9) Given the reactants Br.Br[CH:3]([C:13]1[CH:18]=[CH:17][N:16]=[C:15]([F:19])[CH:14]=1)[C:4]([C:6]1[CH:11]=[CH:10][CH:9]=[C:8]([CH3:12])[CH:7]=1)=O.[C:20]([NH2:24])(=[S:23])[CH2:21][CH3:22].C(=O)([O-])O.[Na+], predict the reaction product. The product is: [CH2:21]([C:20]1[S:23][C:3]([C:13]2[CH:18]=[CH:17][N:16]=[C:15]([F:19])[CH:14]=2)=[C:4]([C:6]2[CH:11]=[CH:10][CH:9]=[C:8]([CH3:12])[CH:7]=2)[N:24]=1)[CH3:22]. (10) Given the reactants C(O[C:4]([C:6]1[CH:7]=[N:8][CH:9]=[C:10]([C:13]([O:15][CH2:16][CH3:17])=[O:14])[C:11]=1Cl)=[O:5])C.[OH:18][CH2:19][C:20]([N:22]([CH3:24])[CH3:23])=[O:21].[H-].[Na+], predict the reaction product. The product is: [CH2:16]([O:15][C:13]([C:10]1[C:11]2[O:18][C:19]([C:20](=[O:21])[N:22]([CH3:24])[CH3:23])=[C:4]([OH:5])[C:6]=2[CH:7]=[N:8][CH:9]=1)=[O:14])[CH3:17].